This data is from Forward reaction prediction with 1.9M reactions from USPTO patents (1976-2016). The task is: Predict the product of the given reaction. (1) Given the reactants [H-].[Na+].[Br:3][C:4]1[CH:5]=[C:6]([C:10]([C:12]2[CH:21]=[C:20]([CH3:22])[C:15]3[NH:16][C:17](=[O:19])[O:18][C:14]=3[CH:13]=2)=[O:11])[CH:7]=[N:8][CH:9]=1.I[CH3:24], predict the reaction product. The product is: [Br:3][C:4]1[CH:5]=[C:6]([C:10]([C:12]2[CH:21]=[C:20]([CH3:22])[C:15]3[N:16]([CH3:24])[C:17](=[O:19])[O:18][C:14]=3[CH:13]=2)=[O:11])[CH:7]=[N:8][CH:9]=1. (2) Given the reactants [O:1]1[CH2:3][C@@H:2]1[CH2:4][N:5]1[C:13](=[O:14])[C:12]2[C:7](=[CH:8][CH:9]=[CH:10][CH:11]=2)[C:6]1=[O:15].[N:16]([C:19]1[CH:24]=[CH:23][C:22]([N:25]2[CH2:30][CH2:29][O:28][CH2:27][C:26]2=[O:31])=[CH:21][CH:20]=1)=[C:17]=[O:18].[I-].[Li+], predict the reaction product. The product is: [O:18]=[C:17]1[N:16]([C:19]2[CH:24]=[CH:23][C:22]([N:25]3[CH2:30][CH2:29][O:28][CH2:27][C:26]3=[O:31])=[CH:21][CH:20]=2)[CH2:3][C@H:2]([CH2:4][N:5]2[C:13](=[O:14])[C:12]3[C:7](=[CH:8][CH:9]=[CH:10][CH:11]=3)[C:6]2=[O:15])[O:1]1.